From a dataset of Full USPTO retrosynthesis dataset with 1.9M reactions from patents (1976-2016). Predict the reactants needed to synthesize the given product. (1) Given the product [ClH:1].[CH2:16]([O:15][C:13]([N:18]1[CH2:23][CH2:22][C:21]2([C:9]3[C:5](=[CH:4][C:3]([OH:2])=[C:11]([OH:12])[CH:10]=3)[CH2:6][CH2:7][NH:8]2)[CH2:20][CH2:19]1)=[O:14])[CH3:17], predict the reactants needed to synthesize it. The reactants are: [ClH:1].[OH:2][C:3]1[CH:4]=[C:5]([CH:9]=[CH:10][C:11]=1[OH:12])[CH2:6][CH2:7][NH2:8].[C:13]([N:18]1[CH2:23][CH2:22][C:21](=O)[CH2:20][CH2:19]1)([O:15][CH2:16][CH3:17])=[O:14].C(N(CC)CC)C.Cl.C(O)C. (2) Given the product [CH3:27][C:12]1([S:14]([C:17]2[CH:22]=[CH:21][CH:20]=[C:19]([C:23]([F:25])([F:24])[F:26])[CH:18]=2)(=[O:15])=[O:16])[CH2:11][CH2:10][O:9][CH:8]([CH2:7][OH:6])[CH2:13]1, predict the reactants needed to synthesize it. The reactants are: C([Si](C)(C)[O:6][CH2:7][CH:8]1[CH2:13][C:12]([CH3:27])([S:14]([C:17]2[CH:22]=[CH:21][CH:20]=[C:19]([C:23]([F:26])([F:25])[F:24])[CH:18]=2)(=[O:16])=[O:15])[CH2:11][CH2:10][O:9]1)(C)(C)C.C1COCC1.